This data is from Reaction yield outcomes from USPTO patents with 853,638 reactions. The task is: Predict the reaction yield, written as a fraction of the theoretical maximum amount of product (1.0 means a 100% yield; for example, 0.34 means a 34% yield). (1) The reactants are [CH3:1][N:2]1[CH:6]=[C:5]([NH:7][C:8]2[N:9]=[C:10]([O:31][C:32]3[CH:33]=[C:34]([NH:38][C:39](=[O:42])[CH:40]=[CH2:41])[CH:35]=[CH:36][CH:37]=3)[C:11]3[C:16]([C:17]4[CH:18]=[N:19][CH:20]=[CH:21][CH:22]=4)=[CH:15][N:14](COCC[Si](C)(C)C)[C:12]=3[N:13]=2)[CH:4]=[N:3]1.C(O)(C(F)(F)F)=O.C(O)C.C([O-])([O-])=O.[K+].[K+]. The catalyst is C(Cl)Cl.O. The product is [CH3:1][N:2]1[CH:6]=[C:5]([NH:7][C:8]2[N:9]=[C:10]([O:31][C:32]3[CH:33]=[C:34]([NH:38][C:39](=[O:42])[CH:40]=[CH2:41])[CH:35]=[CH:36][CH:37]=3)[C:11]3[C:16]([C:17]4[CH:18]=[N:19][CH:20]=[CH:21][CH:22]=4)=[CH:15][NH:14][C:12]=3[N:13]=2)[CH:4]=[N:3]1. The yield is 1.00. (2) The catalyst is CO. The yield is 0.960. The reactants are [CH3:1][O:2][C:3](=[O:18])[C:4]1[CH:12]=[C:11]([N+:13]([O-:15])=[O:14])[C:7]([C:8]([OH:10])=[O:9])=[C:6]([O:16][CH3:17])[CH:5]=1.[N+](=[CH2:21])=[N-]. The product is [CH3:17][O:16][C:6]1[CH:5]=[C:4]([C:3]([O:2][CH3:1])=[O:18])[CH:12]=[C:11]([N+:13]([O-:15])=[O:14])[C:7]=1[C:8]([O:10][CH3:21])=[O:9]. (3) The reactants are [F:1][C:2]1[CH:7]=[CH:6][C:5]([CH:8]([NH:16][C:17]([C:19]2[C:20]([OH:34])=[N:21][C:22]([C:25]([NH:27][CH2:28][C:29]([O:31]CC)=[O:30])=[O:26])=[N:23][CH:24]=2)=[O:18])[C:9]2[CH:14]=[CH:13][C:12]([F:15])=[CH:11][CH:10]=2)=[CH:4][CH:3]=1. The catalyst is [OH-].[K+]. The product is [F:1][C:2]1[CH:7]=[CH:6][C:5]([CH:8]([NH:16][C:17]([C:19]2[C:20]([OH:34])=[N:21][C:22]([C:25]([NH:27][CH2:28][C:29]([OH:31])=[O:30])=[O:26])=[N:23][CH:24]=2)=[O:18])[C:9]2[CH:10]=[CH:11][C:12]([F:15])=[CH:13][CH:14]=2)=[CH:4][CH:3]=1. The yield is 0.850. (4) The reactants are F[C:2]1[CH:7]=[CH:6][C:5]([N+:8]([O-:10])=[O:9])=[CH:4][CH:3]=1.[C:11]([N:18]1[CH2:23][CH2:22][NH:21][CH2:20][CH2:19]1)([O:13][C:14]([CH3:17])([CH3:16])[CH3:15])=[O:12]. No catalyst specified. The product is [N+:8]([C:5]1[CH:6]=[CH:7][C:2]([N:21]2[CH2:20][CH2:19][N:18]([C:11]([O:13][C:14]([CH3:17])([CH3:16])[CH3:15])=[O:12])[CH2:23][CH2:22]2)=[CH:3][CH:4]=1)([O-:10])=[O:9]. The yield is 0.510. (5) The reactants are [NH2:1][C:2]1[N:6]([C:7]2[CH:8]=[CH:9][C:10](=[O:13])[NH:11][CH:12]=2)[N:5]=[C:4]([C:14]([CH3:17])([CH3:16])[CH3:15])[CH:3]=1.Cl[C:19]([O:21][C:22]1[CH:27]=[CH:26][CH:25]=[CH:24][CH:23]=1)=[O:20]. No catalyst specified. The product is [C:14]([C:4]1[CH:3]=[C:2]([NH:1][C:19](=[O:20])[O:21][C:22]2[CH:27]=[CH:26][CH:25]=[CH:24][CH:23]=2)[N:6]([C:7]2[CH:8]=[CH:9][C:10](=[O:13])[NH:11][CH:12]=2)[N:5]=1)([CH3:17])([CH3:16])[CH3:15]. The yield is 0.120. (6) The reactants are Br[C:2]1[CH:10]=[CH:9][CH:8]=[C:7]2[C:3]=1[C:4]([C:15]([N:17]1[CH2:22][CH2:21][CH:20]([C:23]3[CH:24]=[C:25]([CH:34]=[CH:35][C:36]=3[F:37])[CH2:26][NH:27][C:28](=[O:33])[C:29]([F:32])([F:31])[F:30])[CH2:19][CH2:18]1)=[O:16])=[CH:5][N:6]2[CH2:11][CH2:12][O:13][CH3:14].[CH3:38][C:39]1[CH:40]=[C:41](B(O)O)[CH:42]=[N:43][CH:44]=1.C(=O)([O-])[O-].[Cs+].[Cs+].C(Cl)Cl. The catalyst is O1CCOCC1.O.C1C=CC(P(C2C=CC=CC=2)[C-]2C=CC=C2)=CC=1.C1C=CC(P(C2C=CC=CC=2)[C-]2C=CC=C2)=CC=1.Cl[Pd]Cl.[Fe+2]. The product is [F:30][C:29]([F:32])([F:31])[C:28]([NH:27][CH2:26][C:25]1[CH:34]=[CH:35][C:36]([F:37])=[C:23]([CH:20]2[CH2:19][CH2:18][N:17]([C:15]([C:4]3[C:3]4[C:7](=[CH:8][CH:9]=[CH:10][C:2]=4[C:41]4[CH:42]=[N:43][CH:44]=[C:39]([CH3:38])[CH:40]=4)[N:6]([CH2:11][CH2:12][O:13][CH3:14])[CH:5]=3)=[O:16])[CH2:22][CH2:21]2)[CH:24]=1)=[O:33]. The yield is 0.840.